This data is from Full USPTO retrosynthesis dataset with 1.9M reactions from patents (1976-2016). The task is: Predict the reactants needed to synthesize the given product. (1) Given the product [Cl:1][C:2]1[CH:3]=[N:4][C:5]2[N:6]([N:8]=[C:9]([C:11]([N:13]3[CH2:18][CH2:17][C:16]4[N:19]([C:23](=[O:25])[CH3:24])[CH:20]=[CH:21][C:15]=4[CH:14]3[CH3:22])=[O:12])[CH:10]=2)[CH:7]=1, predict the reactants needed to synthesize it. The reactants are: [Cl:1][C:2]1[CH:3]=[N:4][C:5]2[N:6]([N:8]=[C:9]([C:11]([N:13]3[CH2:18][CH2:17][C:16]4[NH:19][CH:20]=[CH:21][C:15]=4[CH:14]3[CH3:22])=[O:12])[CH:10]=2)[CH:7]=1.[C:23](O)(=[O:25])[CH3:24]. (2) Given the product [Cl:1][C:2]1[CH:10]=[C:9]2[C:5]([C:6]([C:11]([N:13]3[CH2:14][CH2:15][CH:16]([C:19]4[C:27]5[O:26][CH2:25][CH2:24][C:23]=5[CH:22]=[CH:21][CH:20]=4)[CH2:17][CH2:18]3)=[O:12])=[CH:7][N:8]2[CH2:29][CH2:30][N:31]([CH3:33])[CH3:32])=[CH:4][CH:3]=1, predict the reactants needed to synthesize it. The reactants are: [Cl:1][C:2]1[CH:10]=[C:9]2[C:5]([C:6]([C:11]([N:13]3[CH2:18][CH2:17][CH:16]([C:19]4[C:27]5[O:26][CH2:25][CH2:24][C:23]=5[CH:22]=[CH:21][CH:20]=4)[CH2:15][CH2:14]3)=[O:12])=[CH:7][NH:8]2)=[CH:4][CH:3]=1.Cl[CH2:29][CH2:30][N:31]([CH3:33])[CH3:32]. (3) The reactants are: Br[C:2]1[CH:3]=[CH:4][C:5]([C:8]([NH:10][CH2:11][CH2:12][C:13]([O:15][CH2:16][CH3:17])=[O:14])=[O:9])=[N:6][CH:7]=1.[Cl:18][C:19]1[CH:24]=[CH:23][C:22](B(O)O)=[C:21]([CH:28]=[O:29])[CH:20]=1.C([O-])([O-])=O.[K+].[K+].O. Given the product [Cl:18][C:19]1[CH:24]=[CH:23][C:22]([C:2]2[CH:3]=[CH:4][C:5]([C:8]([NH:10][CH2:11][CH2:12][C:13]([O:15][CH2:16][CH3:17])=[O:14])=[O:9])=[N:6][CH:7]=2)=[C:21]([CH:28]=[O:29])[CH:20]=1, predict the reactants needed to synthesize it. (4) Given the product [Cl:1][C:2]1[N:11]=[C:10]([NH:17][CH2:18][C:19]2[CH:24]=[CH:23][C:22]([NH:25][C:26]([CH:28]3[CH2:33][CH2:32][N:31]([CH2:34][C:35]4[CH:36]=[CH:37][C:38]([F:41])=[CH:39][CH:40]=4)[CH2:30][CH2:29]3)=[O:27])=[CH:21][CH:20]=2)[C:9]2[C:4](=[CH:5][CH:6]=[C:7]([C:13]([F:16])([F:15])[F:14])[CH:8]=2)[N:3]=1, predict the reactants needed to synthesize it. The reactants are: [Cl:1][C:2]1[N:11]=[C:10](Cl)[C:9]2[C:4](=[CH:5][CH:6]=[C:7]([C:13]([F:16])([F:15])[F:14])[CH:8]=2)[N:3]=1.[NH2:17][CH2:18][C:19]1[CH:24]=[CH:23][C:22]([NH:25][C:26]([CH:28]2[CH2:33][CH2:32][N:31]([CH2:34][C:35]3[CH:40]=[CH:39][C:38]([F:41])=[CH:37][CH:36]=3)[CH2:30][CH2:29]2)=[O:27])=[CH:21][CH:20]=1. (5) Given the product [F:70][C:58]([F:57])([S:66]([O-:69])(=[O:68])=[O:67])[CH2:59][O:60][C:61](=[O:65])[C:62]([CH3:64])=[CH2:63].[CH3:2][O:3][C:4]1[CH:9]=[CH:8][C:7]([S+:10]2[C:11]3[CH:22]=[CH:21][CH:20]=[CH:19][C:12]=3[C:13]3[CH:18]=[CH:17][CH:16]=[CH:15][C:14]2=3)=[CH:6][C:5]=1[CH:23]([CH2:42][C:43]([O:45][C:46]1([CH3:56])[CH:47]2[CH2:55][CH:51]3[CH2:50][CH:49]([CH2:54][CH:53]1[CH2:52]3)[CH2:48]2)=[O:44])[C:24]([O:26][CH2:27][C:28]([O:30][C:31]1([CH3:41])[CH:38]2[CH2:39][CH:34]3[CH2:35][CH:36]([CH2:40][CH:32]1[CH2:33]3)[CH2:37]2)=[O:29])=[O:25], predict the reactants needed to synthesize it. The reactants are: [Cl-].[CH3:2][O:3][C:4]1[CH:9]=[CH:8][C:7]([S+:10]2[C:14]3[CH:15]=[CH:16][CH:17]=[CH:18][C:13]=3[C:12]3[CH:19]=[CH:20][CH:21]=[CH:22][C:11]2=3)=[CH:6][C:5]=1[CH:23]([CH2:42][C:43]([O:45][C:46]1([CH3:56])[CH:53]2[CH2:54][CH:49]3[CH2:50][CH:51]([CH2:55][CH:47]1[CH2:48]3)[CH2:52]2)=[O:44])[C:24]([O:26][CH2:27][C:28]([O:30][C:31]1([CH3:41])[CH:38]2[CH2:39][CH:34]3[CH2:35][CH:36]([CH2:40][CH:32]1[CH2:33]3)[CH2:37]2)=[O:29])=[O:25].[F:57][C:58]([F:70])([S:66]([O-:69])(=[O:68])=[O:67])[CH2:59][O:60][C:61](=[O:65])[C:62]([CH3:64])=[CH2:63].C[N+](C)(C)CC1C=CC=CC=1.O. (6) Given the product [F:21][C:13]([F:22])([C:14]1[CH:19]=[CH:18][C:17]([F:20])=[CH:16][CH:15]=1)[C:4]1[N:3]=[C:2]([NH:40][C:37]2[CH:36]=[C:35]([CH3:34])[NH:39][N:38]=2)[C:11]2[C:6](=[CH:7][C:8]([F:12])=[CH:9][CH:10]=2)[N:5]=1, predict the reactants needed to synthesize it. The reactants are: Cl[C:2]1[C:11]2[C:6](=[CH:7][C:8]([F:12])=[CH:9][CH:10]=2)[N:5]=[C:4]([C:13]([F:22])([F:21])[C:14]2[CH:19]=[CH:18][C:17]([F:20])=[CH:16][CH:15]=2)[N:3]=1.[I-].[K+].CCN(C(C)C)C(C)C.[CH3:34][C:35]1[NH:39][N:38]=[C:37]([NH2:40])[CH:36]=1. (7) Given the product [CH3:41][O:40][C:30]1[CH:29]=[C:28]([NH:25][C:23]2[N:24]=[C:16]3[C:15]([C:11]4[CH:10]=[C:9]([CH:14]=[CH:13][CH:12]=4)[CH2:8][NH:7][C:6](=[O:26])[O:5][C:1]([CH3:4])([CH3:2])[CH3:3])=[CH:20][C:19]([CH3:21])=[CH:18][N:17]3[N:22]=2)[CH:33]=[CH:32][C:31]=1[N:34]1[CH:38]=[C:37]([CH3:39])[N:36]=[CH:35]1, predict the reactants needed to synthesize it. The reactants are: [C:1]([O:5][C:6](=[O:26])[NH:7][CH2:8][C:9]1[CH:14]=[CH:13][CH:12]=[C:11]([C:15]2[C:16]3[N:17]([N:22]=[C:23]([NH2:25])[N:24]=3)[CH:18]=[C:19]([CH3:21])[CH:20]=2)[CH:10]=1)([CH3:4])([CH3:3])[CH3:2].Br[C:28]1[CH:33]=[CH:32][C:31]([N:34]2[CH:38]=[C:37]([CH3:39])[N:36]=[CH:35]2)=[C:30]([O:40][CH3:41])[CH:29]=1.C(Cl)Cl.